From a dataset of Forward reaction prediction with 1.9M reactions from USPTO patents (1976-2016). Predict the product of the given reaction. (1) Given the reactants C([N:8]1[CH2:16][CH2:15][CH:14]2[N:17]([C:18](=[O:21])[CH2:19][CH3:20])[CH:10]([CH2:11][CH2:12][CH2:13]2)[CH2:9]1)(OC(C)(C)C)=O.FC(F)(F)C(O)=O, predict the reaction product. The product is: [C:18]([N:17]1[CH:14]2[CH2:13][CH2:12][CH2:11][CH:10]1[CH2:9][NH:8][CH2:16][CH2:15]2)(=[O:21])[CH2:19][CH3:20]. (2) The product is: [CH3:1][O:2][C:3]1[CH:16]=[C:15]([O:17][CH3:18])[CH:14]=[CH:13][C:4]=1[CH2:5][N:6]([C:7]1[CH:12]=[CH:11][N:10]=[CH:9][N:8]=1)[S:36]([C:29]1[CH:30]=[C:31]([F:35])[C:32]([F:34])=[CH:33][C:28]=1[F:27])(=[O:38])=[O:37]. Given the reactants [CH3:1][O:2][C:3]1[CH:16]=[C:15]([O:17][CH3:18])[CH:14]=[CH:13][C:4]=1[CH2:5][NH:6][C:7]1[CH:12]=[CH:11][N:10]=[CH:9][N:8]=1.N12CCN(CC1)CC2.[F:27][C:28]1[CH:33]=[C:32]([F:34])[C:31]([F:35])=[CH:30][C:29]=1[S:36](Cl)(=[O:38])=[O:37], predict the reaction product.